This data is from Full USPTO retrosynthesis dataset with 1.9M reactions from patents (1976-2016). The task is: Predict the reactants needed to synthesize the given product. (1) Given the product [CH3:1][C:2]([C:4]1[CH:9]=[CH:8][C:7]([O:10][CH2:17][C:18]2[CH:23]=[CH:22][CH:21]=[CH:20][CH:19]=2)=[CH:6][CH:5]=1)=[O:3], predict the reactants needed to synthesize it. The reactants are: [CH3:1][C:2]([C:4]1[CH:5]=[CH:6][C:7]([OH:10])=[CH:8][CH:9]=1)=[O:3].C([O-])([O-])=O.[K+].[K+].[CH2:17](Br)[C:18]1[CH:23]=[CH:22][CH:21]=[CH:20][CH:19]=1.O. (2) The reactants are: O.O.O.O.O.O.O.O.O.O.[P:11]([O-:15])([O-:14])([O-:13])=[O:12].[Na+].[Na+].[Na+].C(O)(=O)CC(CC(O)=O)(C(O)=O)O.[Cl-].[Mg+2:33].[Cl-]. Given the product [P:11]([O-:15])([O-:14])([O-:13])=[O:12].[Mg+2:33].[P:11]([O-:15])([O-:14])([O-:13])=[O:12].[Mg+2:33].[Mg+2:33], predict the reactants needed to synthesize it. (3) Given the product [CH2:28]([N:35]1[CH2:40][CH2:39][CH:38]([CH2:41][CH2:42][NH:43][C:13](=[O:15])[CH2:12][CH2:11][CH2:10][C:3]2[C:4]3[C:9](=[CH:8][CH:7]=[CH:6][CH:5]=3)[NH:1][CH:2]=2)[CH2:37][CH2:36]1)[C:29]1[CH:34]=[CH:33][CH:32]=[CH:31][CH:30]=1, predict the reactants needed to synthesize it. The reactants are: [NH:1]1[C:9]2[C:4](=[CH:5][CH:6]=[CH:7][CH:8]=2)[C:3]([CH2:10][CH2:11][CH2:12][C:13]([OH:15])=O)=[CH:2]1.C(N1C=CN=C1)(N1C=CN=C1)=O.[CH2:28]([N:35]1[CH2:40][CH2:39][CH:38]([CH2:41][CH2:42][NH2:43])[CH2:37][CH2:36]1)[C:29]1[CH:34]=[CH:33][CH:32]=[CH:31][CH:30]=1. (4) Given the product [CH3:24][Si:23]([N:2]([Si:23]([CH3:26])([CH3:25])[CH3:24])[CH2:3][CH2:4][C:5]([O:7][CH2:8][CH3:9])=[O:6])([CH3:26])[CH3:25], predict the reactants needed to synthesize it. The reactants are: Cl.[NH2:2][CH2:3][CH2:4][C:5]([O:7][CH2:8][CH3:9])=[O:6].C(N(CC)CC)C.FC(F)(F)S(O[Si:23]([CH3:26])([CH3:25])[CH3:24])(=O)=O. (5) Given the product [CH:1]1([N:7]2[CH2:13][C:12]([F:15])([F:14])[C:11](=[O:16])[N:10]([CH3:17])[C:9]3[CH:18]=[N:19][C:20]([NH:22][C:23]4[CH:31]=[CH:30][C:26]([C:27]([NH:67][CH:64]5[CH2:65][CH2:66][N:61]([CH2:60][C:59]([F:69])([F:58])[F:68])[CH2:62][CH2:63]5)=[O:28])=[CH:25][C:24]=4[O:32][CH3:33])=[N:21][C:8]2=3)[CH2:2][CH2:3][CH2:4][CH2:5][CH2:6]1, predict the reactants needed to synthesize it. The reactants are: [CH:1]1([N:7]2[CH2:13][C:12]([F:15])([F:14])[C:11](=[O:16])[N:10]([CH3:17])[C:9]3[CH:18]=[N:19][C:20]([NH:22][C:23]4[CH:31]=[CH:30][C:26]([C:27](O)=[O:28])=[CH:25][C:24]=4[O:32][CH3:33])=[N:21][C:8]2=3)[CH2:6][CH2:5][CH2:4][CH2:3][CH2:2]1.CN(C(ON1N=NC2C=CC=NC1=2)=[N+](C)C)C.F[P-](F)(F)(F)(F)F.[F:58][C:59]([F:69])([F:68])[CH2:60][N:61]1[CH2:66][CH2:65][CH:64]([NH2:67])[CH2:63][CH2:62]1. (6) Given the product [C:3]([CH:5]([C:6]1[CH:15]=[CH:14][C:13]2[C:8](=[CH:9][CH:10]=[C:11]([O:16][CH3:17])[CH:12]=2)[CH:7]=1)[CH2:22][CH2:21][CH2:20][CH:19]=[CH2:18])#[N:4], predict the reactants needed to synthesize it. The reactants are: [H-].[Na+].[C:3]([CH2:5][C:6]1[CH:15]=[CH:14][C:13]2[C:8](=[CH:9][CH:10]=[C:11]([O:16][CH3:17])[CH:12]=2)[CH:7]=1)#[N:4].[CH2:18](Br)[CH2:19][CH2:20][CH:21]=[CH2:22].O.